This data is from Forward reaction prediction with 1.9M reactions from USPTO patents (1976-2016). The task is: Predict the product of the given reaction. Given the reactants [Cl:1][C:2]1[CH:3]=[C:4]2[CH:10]=[C:9]([C:11]([OH:13])=O)[NH:8][C:5]2=[CH:6][N:7]=1.[O:14]([CH2:21][CH2:22][NH2:23])[C:15]1[CH:20]=[CH:19][CH:18]=[CH:17][CH:16]=1, predict the reaction product. The product is: [O:14]([CH2:21][CH2:22][NH:23][C:11]([C:9]1[NH:8][C:5]2=[CH:6][N:7]=[C:2]([Cl:1])[CH:3]=[C:4]2[CH:10]=1)=[O:13])[C:15]1[CH:20]=[CH:19][CH:18]=[CH:17][CH:16]=1.